From a dataset of Forward reaction prediction with 1.9M reactions from USPTO patents (1976-2016). Predict the product of the given reaction. (1) Given the reactants Cl.C[CH:3]1[NH:8][CH2:7][CH2:6][N:5]([C:9]2[CH:14]=[CH:13][CH:12]=[CH:11][CH:10]=2)[CH2:4]1.Cl[C:16]1[C:25]2[C:20](=[CH:21][C:22]([O:28][CH3:29])=[C:23]([O:26][CH3:27])[CH:24]=2)[N:19]=[C:18]([CH:30]2[CH2:32][CH2:31]2)[N:17]=1.[C:33]([O-])([O-])=O.[K+].[K+], predict the reaction product. The product is: [CH:30]1([C:18]2[N:17]=[C:16]([N:8]3[CH2:7][CH2:6][N:5]([C:9]4[CH:10]=[CH:11][CH:12]=[CH:13][CH:14]=4)[CH:4]([CH3:33])[CH2:3]3)[C:25]3[C:20](=[CH:21][C:22]([O:28][CH3:29])=[C:23]([O:26][CH3:27])[CH:24]=3)[N:19]=2)[CH2:32][CH2:31]1. (2) Given the reactants [Cl:1][C:2]1[C:3]([C:30]([F:33])([F:32])[F:31])=[C:4]([N:8]2[CH2:13][CH2:12][N:11]([CH2:14][CH2:15][CH2:16][CH2:17][O:18][C:19]3[N:28]=[C:27]4[C:22]([CH:23]=[CH:24][C:25](=[O:29])[NH:26]4)=[CH:21][CH:20]=3)[CH2:10][CH2:9]2)[CH:5]=[CH:6][CH:7]=1.[OH:34][P:35]([OH:38])([OH:37])=[O:36], predict the reaction product. The product is: [P:35]([OH:38])([OH:37])([OH:36])=[O:34].[Cl:1][C:2]1[C:3]([C:30]([F:33])([F:31])[F:32])=[C:4]([N:8]2[CH2:9][CH2:10][N:11]([CH2:14][CH2:15][CH2:16][CH2:17][O:18][C:19]3[N:28]=[C:27]4[C:22]([CH:23]=[CH:24][C:25](=[O:29])[NH:26]4)=[CH:21][CH:20]=3)[CH2:12][CH2:13]2)[CH:5]=[CH:6][CH:7]=1.